From a dataset of Reaction yield outcomes from USPTO patents with 853,638 reactions. Predict the reaction yield, written as a fraction of the theoretical maximum amount of product (1.0 means a 100% yield; for example, 0.34 means a 34% yield). (1) The reactants are [NH2:1][C:2]1[CH:3]=[CH:4][C:5]([Cl:31])=[C:6]([CH:30]=1)[CH2:7][O:8][C:9]1[CH:10]=[C:11]2[C:16](=[CH:17][CH:18]=1)[C@H:15]([C:19]([O:21][CH3:22])=[O:20])[N:14]([C:23]([O:25][C:26]([CH3:29])([CH3:28])[CH3:27])=[O:24])[CH2:13][CH2:12]2.[C:32](Cl)(=[O:34])[CH3:33]. The catalyst is C(Cl)Cl. The product is [C:32]([NH:1][C:2]1[CH:3]=[CH:4][C:5]([Cl:31])=[C:6]([CH:30]=1)[CH2:7][O:8][C:9]1[CH:10]=[C:11]2[C:16](=[CH:17][CH:18]=1)[C@H:15]([C:19]([O:21][CH3:22])=[O:20])[N:14]([C:23]([O:25][C:26]([CH3:28])([CH3:27])[CH3:29])=[O:24])[CH2:13][CH2:12]2)(=[O:34])[CH3:33]. The yield is 0.130. (2) The reactants are [C:1]([O:5][CH3:6])(=[O:4])[CH:2]=[CH2:3].I[C:8]1[C:13]2[N:14]([C:17]3[CH:22]=[CH:21][CH:20]=[CH:19][CH:18]=3)[CH:15]=[N:16][C:12]=2[CH:11]=[C:10]([C:23]([F:26])([F:25])[F:24])[CH:9]=1.C(N(CC)CC)C.C1(C)C=CC=CC=1P(C1C=CC=CC=1C)C1C=CC=CC=1C. The catalyst is C([O-])(=O)C.[Pd+2].C([O-])(=O)C.C(#N)C. The product is [CH3:6][O:5][C:1](=[O:4])[CH:2]=[CH:3][C:8]1[C:13]2[N:14]([C:17]3[CH:22]=[CH:21][CH:20]=[CH:19][CH:18]=3)[CH:15]=[N:16][C:12]=2[CH:11]=[C:10]([C:23]([F:25])([F:26])[F:24])[CH:9]=1. The yield is 0.920. (3) The reactants are C([N:8]1[C:16]2[C:15]3=[N:17][N:18]=[CH:19][N:14]3[C:13](=[O:20])[N:12]([CH2:21][CH2:22][CH2:23][CH2:24][CH3:25])[C:11]=2[N:10]=[CH:9]1)C1C=CC=CC=1.Cl. The catalyst is C(O)(=O)C.[OH-].[Pd+2].[OH-]. The product is [CH2:21]([N:12]1[C:11]2[N:10]=[CH:9][NH:8][C:16]=2[C:15]2=[N:17][N:18]=[CH:19][N:14]2[C:13]1=[O:20])[CH2:22][CH2:23][CH2:24][CH3:25]. The yield is 0.656. (4) The reactants are [NH2:1][C:2]1[C:10]([Cl:11])=[CH:9][C:5]([C:6]([OH:8])=O)=[C:4]([O:12][CH3:13])[CH:3]=1.C(N1C=CN=C1)(N1C=CN=C1)=O.C(N(CC)CC)C.C(O)(=O)CC(CC(O)=O)(C(O)=O)O.[N:46]1([CH2:51][CH2:52][CH2:53][N:54]2[CH2:59][CH2:58][CH:57]([CH2:60][NH2:61])[CH2:56][CH2:55]2)[CH:50]=[CH:49][N:48]=[N:47]1. The catalyst is C(#N)C.O. The product is [N:46]1([CH2:51][CH2:52][CH2:53][N:54]2[CH2:55][CH2:56][CH:57]([CH2:60][NH:61][C:6](=[O:8])[C:5]3[CH:9]=[C:10]([Cl:11])[C:2]([NH2:1])=[CH:3][C:4]=3[O:12][CH3:13])[CH2:58][CH2:59]2)[CH:50]=[CH:49][N:48]=[N:47]1. The yield is 0.980. (5) The reactants are [OH:1][C:2]1[CH:7]=[CH:6][N:5]=[CH:4][CH:3]=1.[CH2:8]([CH:10]1[CH2:15][CH2:14][CH:13](O)[CH2:12][CH2:11]1)[CH3:9].C1C=CC(P(C2C=CC=CC=2)C2C=CC=CC=2)=CC=1.CC(OC(/N=N/C(OC(C)C)=O)=O)C. The catalyst is C1COCC1. The product is [CH2:8]([CH:10]1[CH2:15][CH2:14][CH:13]([O:1][C:2]2[CH:7]=[CH:6][N:5]=[CH:4][CH:3]=2)[CH2:12][CH2:11]1)[CH3:9]. The yield is 0.580. (6) The reactants are [CH2:1]([NH:8][C:9]1[N:14]2[N:15]=[CH:16][C:17]([C:18](O)=[O:19])=[C:13]2[N:12]=[CH:11][C:10]=1[C:21]([N:23]1[CH2:28][CH2:27][CH:26]([C:29]2[S:30][CH:31]=[CH:32][CH:33]=2)[CH2:25][CH2:24]1)=[O:22])[C:2]1[CH:7]=[CH:6][CH:5]=[CH:4][CH:3]=1.[CH3:34][S:35]([NH2:38])(=[O:37])=[O:36]. No catalyst specified. The product is [CH2:1]([NH:8][C:9]1[N:14]2[N:15]=[CH:16][C:17]([C:18]([NH:38][S:35]([CH3:34])(=[O:37])=[O:36])=[O:19])=[C:13]2[N:12]=[CH:11][C:10]=1[C:21]([N:23]1[CH2:28][CH2:27][CH:26]([C:29]2[S:30][CH:31]=[CH:32][CH:33]=2)[CH2:25][CH2:24]1)=[O:22])[C:2]1[CH:3]=[CH:4][CH:5]=[CH:6][CH:7]=1. The yield is 0.310. (7) The reactants are [C:1]([Si:5]([CH3:24])([CH3:23])[O:6][CH2:7][CH2:8][N:9]1[CH2:14][CH2:13][N:12]([CH2:15][C:16]2[CH:21]=[CH:20][C:19]([NH2:22])=[CH:18][CH:17]=2)[CH2:11][CH2:10]1)([CH3:4])([CH3:3])[CH3:2].C1C(=O)N([Br:32])C(=O)C1. The catalyst is CC#N. The product is [Br:32][C:18]1[CH:17]=[C:16]([CH2:15][N:12]2[CH2:11][CH2:10][N:9]([CH2:8][CH2:7][O:6][Si:5]([C:1]([CH3:4])([CH3:3])[CH3:2])([CH3:24])[CH3:23])[CH2:14][CH2:13]2)[CH:21]=[CH:20][C:19]=1[NH2:22]. The yield is 0.320.